Dataset: Peptide-MHC class I binding affinity with 185,985 pairs from IEDB/IMGT. Task: Regression. Given a peptide amino acid sequence and an MHC pseudo amino acid sequence, predict their binding affinity value. This is MHC class I binding data. (1) The peptide sequence is ILGLNKIVRMY. The MHC is Mamu-B17 with pseudo-sequence Mamu-B17. The binding affinity (normalized) is 0. (2) The peptide sequence is SPVMGVIGF. The MHC is HLA-A02:12 with pseudo-sequence HLA-A02:12. The binding affinity (normalized) is 0.0847.